From a dataset of Catalyst prediction with 721,799 reactions and 888 catalyst types from USPTO. Predict which catalyst facilitates the given reaction. (1) The catalyst class is: 8. Product: [C:1]([C:5]1[C:9]([CH2:8][OH:7])=[N:13][NH:14][C:6]=1[OH:11])([CH3:4])([CH3:3])[CH3:2]. Reactant: [C:1]([C:5]1[C:6](=[O:11])[O:7][CH2:8][C:9]=1O)([CH3:4])([CH3:3])[CH3:2].O.[NH2:13][NH2:14]. (2) The catalyst class is: 1. Product: [C:19]([O:1][CH2:2][C:3]1[CH:4]=[C:5]2[C:10](=[CH:11][CH:12]=1)[CH:9]=[C:8]([OH:13])[CH:7]=[CH:6]2)(=[O:23])[C:20]([CH3:22])=[CH2:21]. Reactant: [OH:1][CH2:2][C:3]1[CH:4]=[C:5]2[C:10](=[CH:11][CH:12]=1)[CH:9]=[C:8]([OH:13])[CH:7]=[CH:6]2.C([Li])CCC.[C:19](Cl)(=[O:23])[C:20]([CH3:22])=[CH2:21].[Cl-].[NH4+]. (3) Reactant: [C:1]([NH:5][C:6]([N:8]1[CH2:16][C:15]2[C:10](=[CH:11][C:12]([C:37]([N:39]3[C@H:48]([CH2:49][N:50]4[CH2:55][CH2:54][O:53][CH2:52][CH2:51]4)[CH2:47][C:46]4[C:41](=[CH:42][CH:43]=[CH:44][CH:45]=4)[CH2:40]3)=[O:38])=[C:13]([C:17]3[N:25]4[C:20]([CH2:21][CH2:22][CH2:23][CH2:24]4)=[C:19]([C:26](=[O:36])[N:27]([C:29]4[CH:34]=[CH:33][C:32]([OH:35])=[CH:31][CH:30]=4)[CH3:28])[CH:18]=3)[CH:14]=2)[CH2:9]1)=[O:7])([CH3:4])([CH3:3])[CH3:2].[ClH:56]. Product: [ClH:56].[C:1]([NH:5][C:6]([N:8]1[CH2:16][C:15]2[C:10](=[CH:11][C:12]([C:37]([N:39]3[C@H:48]([CH2:49][N:50]4[CH2:51][CH2:52][O:53][CH2:54][CH2:55]4)[CH2:47][C:46]4[C:41](=[CH:42][CH:43]=[CH:44][CH:45]=4)[CH2:40]3)=[O:38])=[C:13]([C:17]3[N:25]4[C:20]([CH2:21][CH2:22][CH2:23][CH2:24]4)=[C:19]([C:26](=[O:36])[N:27]([C:29]4[CH:30]=[CH:31][C:32]([OH:35])=[CH:33][CH:34]=4)[CH3:28])[CH:18]=3)[CH:14]=2)[CH2:9]1)=[O:7])([CH3:4])([CH3:2])[CH3:3]. The catalyst class is: 32. (4) Reactant: Br[C:2]1[CH:7]=[CH:6][C:5]([N+:8]([O-:10])=[O:9])=[CH:4][CH:3]=1.[CH3:11][O:12][CH2:13][CH2:14][NH2:15].[C:16]([O-])([O-])=O.[Cs+].[Cs+].C1C=CC(P(C2C(C3C(P(C4C=CC=CC=4)C4C=CC=CC=4)=CC=C4C=3C=CC=C4)=C3C(C=CC=C3)=CC=2)C2C=CC=CC=2)=CC=1. Product: [CH3:11][O:12][CH2:13][CH2:14][N:15]([CH3:16])[C:2]1[CH:7]=[CH:6][C:5]([N+:8]([O-:10])=[O:9])=[CH:4][CH:3]=1. The catalyst class is: 62.